From a dataset of CYP2D6 inhibition data for predicting drug metabolism from PubChem BioAssay. Regression/Classification. Given a drug SMILES string, predict its absorption, distribution, metabolism, or excretion properties. Task type varies by dataset: regression for continuous measurements (e.g., permeability, clearance, half-life) or binary classification for categorical outcomes (e.g., BBB penetration, CYP inhibition). Dataset: cyp2d6_veith. (1) The drug is CCn1cc(C(=O)O)c(=O)c2cc3c(cc21)OCO3. The result is 0 (non-inhibitor). (2) The compound is COc1ccc(CNc2ccnc(-c3ccc4c(c3)OCO4)n2)c(OC)c1. The result is 1 (inhibitor). (3) The compound is COC(=O)c1[nH]c2cccc(OC)c2c1NC(=O)CN(C)CC1OCCO1. The result is 0 (non-inhibitor). (4) The drug is CCn1c(SCC(=O)NC(=O)NCc2ccco2)nnc1-c1cccs1. The result is 0 (non-inhibitor). (5) The result is 0 (non-inhibitor). The molecule is COC(=O)N1CCC2(CC1)CN(c1ccccc1)C2. (6) The drug is CC1(C)C2([N+](=O)[O-])CN3CC1([N+](=O)[O-])CN(C2)C31CCCC1. The result is 0 (non-inhibitor).